This data is from Reaction yield outcomes from USPTO patents with 853,638 reactions. The task is: Predict the reaction yield, written as a fraction of the theoretical maximum amount of product (1.0 means a 100% yield; for example, 0.34 means a 34% yield). (1) The reactants are CN(C(ON1N=NC2C=CC=NC1=2)=[N+](C)C)C.F[P-](F)(F)(F)(F)F.[F:25][C:26]1[CH:31]=[CH:30][C:29]([NH:32][C:33]2[C:34]3[C:41]([CH3:42])=[C:40]([C:43]([O:45]C)=O)[S:39][C:35]=3[N:36]=[CH:37][N:38]=2)=[C:28]([O:47][CH:48]2[CH2:53][CH2:52][O:51][CH2:50][CH2:49]2)[CH:27]=1.CCN(C(C)C)C(C)C.[NH2:63][CH2:64][CH2:65][CH2:66][N:67](C)[C:68](=O)OC(C)(C)C.FC(F)(F)C(O)=O. The catalyst is CN(C=O)C.C(Cl)Cl. The product is [F:25][C:26]1[CH:31]=[CH:30][C:29]([NH:32][C:33]2[C:34]3[C:41]([CH3:42])=[C:40]([C:43]([NH:63][CH2:64][CH2:65][CH2:66][NH:67][CH3:68])=[O:45])[S:39][C:35]=3[N:36]=[CH:37][N:38]=2)=[C:28]([O:47][CH:48]2[CH2:53][CH2:52][O:51][CH2:50][CH2:49]2)[CH:27]=1. The yield is 0.500. (2) The reactants are [OH:1][C@@:2]1([C:9]#[C:10][C:11]2[CH:12]=[C:13]([N:17]3[C:25]4[CH:24]=[C:23]([CH3:26])[N:22]=[CH:21][C:20]=4[C:19]([C:27]([O:29]C)=O)=[N:18]3)[CH:14]=[CH:15][CH:16]=2)[CH2:6][CH2:5][N:4]([CH3:7])[C:3]1=[O:8].[NH3:31]. No catalyst specified. The product is [OH:1][C@@:2]1([C:9]#[C:10][C:11]2[CH:12]=[C:13]([N:17]3[C:25]4[CH:24]=[C:23]([CH3:26])[N:22]=[CH:21][C:20]=4[C:19]([C:27]([NH2:31])=[O:29])=[N:18]3)[CH:14]=[CH:15][CH:16]=2)[CH2:6][CH2:5][N:4]([CH3:7])[C:3]1=[O:8]. The yield is 0.410.